Predict the reactants needed to synthesize the given product. From a dataset of Full USPTO retrosynthesis dataset with 1.9M reactions from patents (1976-2016). Given the product [O:22]1[C@H:23]2[O:27][CH2:26][CH2:25][C@H:24]2[C@@H:20]([O:19][C:17](=[O:18])[NH:16][C@H:8]([C@H:7]([OH:28])[CH2:6][N:5]([CH2:4][CH:2]([CH3:1])[CH3:3])[S:29]([C:32]2[CH:37]=[CH:36][C:35]([NH:38][C:48](=[O:70])[CH2:49][CH2:50]/[CH:51]=[CH:52]\[CH2:53]/[CH:54]=[CH:55]\[CH2:56]/[CH:57]=[CH:58]\[CH2:59]/[CH:60]=[CH:61]\[CH2:62]/[CH:63]=[CH:64]\[CH2:65]/[CH:66]=[CH:67]\[CH2:68][CH3:69])=[CH:34][CH:33]=2)(=[O:31])=[O:30])[CH2:9][C:10]2[CH:15]=[CH:14][CH:13]=[CH:12][CH:11]=2)[CH2:21]1, predict the reactants needed to synthesize it. The reactants are: [CH3:1][CH:2]([CH2:4][N:5]([S:29]([C:32]1[CH:33]=[CH:34][C:35]([NH2:38])=[CH:36][CH:37]=1)(=[O:31])=[O:30])[CH2:6][C@@H:7]([OH:28])[C@@H:8]([NH:16][C:17]([O:19][C@@H:20]1[C@@H:24]2[CH2:25][CH2:26][O:27][C@@H:23]2[O:22][CH2:21]1)=[O:18])[CH2:9][C:10]1[CH:11]=[CH:12][CH:13]=[CH:14][CH:15]=1)[CH3:3].CCN(C(C)C)C(C)C.[C:48](Cl)(=[O:70])[CH2:49][CH2:50]/[CH:51]=[CH:52]\[CH2:53]/[CH:54]=[CH:55]\[CH2:56]/[CH:57]=[CH:58]\[CH2:59]/[CH:60]=[CH:61]\[CH2:62]/[CH:63]=[CH:64]\[CH2:65]/[CH:66]=[CH:67]\[CH2:68][CH3:69].